From a dataset of HIV replication inhibition screening data with 41,000+ compounds from the AIDS Antiviral Screen. Binary Classification. Given a drug SMILES string, predict its activity (active/inactive) in a high-throughput screening assay against a specified biological target. (1) The compound is CC(=O)N1C(=O)CC2(N=C(C)CC2=O)c2ccccc21. The result is 0 (inactive). (2) The molecule is CN1CCN(c2nc3c(c(=O)n(C)c(=O)n3C)n2C)CC1. The result is 0 (inactive). (3) The compound is Cc1occc1C(=S)Nc1ccc(Cl)c(C(=O)OC2CCCCC2)c1. The result is 1 (active). (4) The molecule is CC(C)(C)c1ccc(-n2c3nc(=O)n(-c4ccccc4CO)c(=O)c-3cc3ccccc32)cc1. The result is 0 (inactive). (5) The compound is Cc1cc(Cl)ccc1NC(=O)CCCC(=O)C1CCCC1=NNC(=O)CC#N. The result is 0 (inactive). (6) The compound is N#CC(NNC(=O)Cc1ccccc1)c1cccc(O)c1. The result is 0 (inactive). (7) The molecule is Oc1cccc(-c2cccc(O)n2)n1. The result is 0 (inactive).